This data is from Forward reaction prediction with 1.9M reactions from USPTO patents (1976-2016). The task is: Predict the product of the given reaction. (1) Given the reactants [CH2:1]([NH:8][C:9]1[CH:10]=[C:11]([N:18]2[CH2:23][CH2:22][CH:21]([C:24](O)=[O:25])[CH2:20][CH2:19]2)[CH:12]=[CH:13][C:14]=1[N+:15]([O-:17])=[O:16])[C:2]1[CH:7]=[CH:6][CH:5]=[CH:4][CH:3]=1.[NH2:27][C:28]1[CH:33]=[CH:32][CH:31]=[CH:30][CH:29]=1.C(N(C(C)C)CC)(C)C.CN(C(ON1N=NC2C=CC=NC1=2)=[N+](C)C)C.F[P-](F)(F)(F)(F)F, predict the reaction product. The product is: [CH2:1]([NH:8][C:9]1[CH:10]=[C:11]([N:18]2[CH2:23][CH2:22][CH:21]([C:24]([NH:27][C:28]3[CH:33]=[CH:32][CH:31]=[CH:30][CH:29]=3)=[O:25])[CH2:20][CH2:19]2)[CH:12]=[CH:13][C:14]=1[N+:15]([O-:17])=[O:16])[C:2]1[CH:7]=[CH:6][CH:5]=[CH:4][CH:3]=1. (2) Given the reactants Cl[C:2]1[N:7]=[C:6]([NH:8][CH:9]2[CH2:14][C:13]([CH3:16])([CH3:15])[N:12]([CH3:17])[C:11]([CH3:19])([CH3:18])[CH2:10]2)[C:5]([C:20]#[N:21])=[CH:4][N:3]=1.[CH:22]1([C:25]2[C:30]([N:31]3[CH:35]=[N:34][N:33]=[N:32]3)=[CH:29][C:28]([NH2:36])=[C:27]([F:37])[CH:26]=2)[CH2:24][CH2:23]1.[OH2:38].C1(C)C=CC(S(O)(=O)=O)=CC=1, predict the reaction product. The product is: [NH3:3].[CH3:2][OH:38].[CH3:17][N:12]1[C:13]([CH3:16])([CH3:15])[CH2:14][CH:9]([NH:8][C:6]2[C:5]([C:20]#[N:21])=[CH:4][N:3]=[C:2]([NH:36][C:28]3[CH:29]=[C:30]([N:31]4[CH:35]=[N:34][N:33]=[N:32]4)[C:25]([CH:22]4[CH2:23][CH2:24]4)=[CH:26][C:27]=3[F:37])[N:7]=2)[CH2:10][C:11]1([CH3:19])[CH3:18]. (3) Given the reactants [CH2:1]1[C:9]2[C:4](=[CH:5][C:6]([N:10]([CH2:27][C:28]3[CH:36]=[CH:35][C:31]([C:32](O)=[O:33])=[CH:30][CH:29]=3)[C:11]3[S:12][CH:13]=[C:14]([C:16]4[CH:21]=[CH:20][C:19]([O:22][C:23]([F:26])([F:25])[F:24])=[CH:18][CH:17]=4)[N:15]=3)=[CH:7][CH:8]=2)[CH2:3][CH2:2]1.ON1C2C=CC=CC=2N=N1.Cl.C(N=C=NCCCN(C)C)C.Cl.[CH3:60][O:61][C:62](=[O:67])[C@H:63]([OH:66])[CH2:64][NH2:65].CCN(C(C)C)C(C)C, predict the reaction product. The product is: [CH3:60][O:61][C:62](=[O:67])[C@H:63]([OH:66])[CH2:64][NH:65][C:32](=[O:33])[C:31]1[CH:35]=[CH:36][C:28]([CH2:27][N:10]([C:6]2[CH:5]=[C:4]3[C:9](=[CH:8][CH:7]=2)[CH2:1][CH2:2][CH2:3]3)[C:11]2[S:12][CH:13]=[C:14]([C:16]3[CH:17]=[CH:18][C:19]([O:22][C:23]([F:25])([F:26])[F:24])=[CH:20][CH:21]=3)[N:15]=2)=[CH:29][CH:30]=1. (4) Given the reactants [CH:1]1([C:4]2[C:5]([CH:18]([CH2:23][CH2:24][C:25]([O:27][CH3:28])=[O:26])[CH2:19][C:20]([O-])=[O:21])=[N:6][O:7][C:8]=2[CH:9]2[CH2:12][CH:11]([CH2:13][C:14]([CH3:17])([CH3:16])[CH3:15])[CH2:10]2)[CH2:3][CH2:2]1.[Cl:29][C:30]1[CH:35]=[CH:34][C:33]([NH2:36])=[C:32]([CH3:37])[CH:31]=1.C1C=CC2N(O)N=NC=2C=1.CCN=C=NCCCN(C)C.Cl.C(=O)(O)[O-].[Na+], predict the reaction product. The product is: [Cl:29][C:30]1[CH:35]=[CH:34][C:33]([NH:36][C:20]([CH2:19][CH:18]([C:5]2[C:4]([CH:1]3[CH2:3][CH2:2]3)=[C:8]([CH:9]3[CH2:12][CH:11]([CH2:13][C:14]([CH3:17])([CH3:15])[CH3:16])[CH2:10]3)[O:7][N:6]=2)[CH2:23][CH2:24][C:25]([O:27][CH3:28])=[O:26])=[O:21])=[C:32]([CH3:37])[CH:31]=1. (5) The product is: [C:1]1(=[C:10]([C:8]#[N:9])[C:11]([NH2:13])=[O:12])[CH2:6][CH2:5][CH2:4][CH2:3][CH2:2]1. Given the reactants [C:1]1(=O)[CH2:6][CH2:5][CH2:4][CH2:3][CH2:2]1.[C:8]([CH2:10][C:11]([NH2:13])=[O:12])#[N:9], predict the reaction product. (6) Given the reactants [Cl:1][C:2]1[CH:7]=[CH:6][C:5]([C@@H:8]2[C@@H:13]([C@@H:14]([O:16][C:17]3[CH:22]=[CH:21][C:20]([Cl:23])=[C:19](Cl)[CH:18]=3)[CH3:15])[CH2:12][CH2:11][N:10]([C:25]([CH:27]3[CH2:32][CH2:31][N:30]([C:33]4[CH:38]=[CH:37][C:36]([C:39]#[N:40])=[CH:35][N:34]=4)[CH2:29][CH2:28]3)=[O:26])[CH2:9]2)=[CH:4][CH:3]=1.N1CCCCC1.C(N1CC[C@H]([C@H]([OH:62])C)[C@@H](C2C=CC(Cl)=CC=2)C1)C1C=CC=CC=1.ClC1C=CC(O)=CC=1[F:78].ClC(OC(Cl)=O)C.CCN(C(C)C)C(C)C, predict the reaction product. The product is: [C:39]([C:36]1[CH:37]=[CH:38][C:33]([N:30]2[CH2:31][CH2:32][CH:27]([C:25]([OH:26])=[O:62])[CH2:28][CH2:29]2)=[N:34][CH:35]=1)#[N:40].[Cl:23][C:20]1[CH:21]=[CH:22][C:17]([O:16][C@H:14]([C@H:13]2[CH2:12][CH2:11][N:10]([C:25]([CH:27]3[CH2:32][CH2:31][N:30]([C:33]4[CH:38]=[CH:37][C:36]([C:39]#[N:40])=[CH:35][N:34]=4)[CH2:29][CH2:28]3)=[O:26])[CH2:9][C@@H:8]2[C:5]2[CH:6]=[CH:7][C:2]([Cl:1])=[CH:3][CH:4]=2)[CH3:15])=[CH:18][C:19]=1[F:78]. (7) Given the reactants [CH3:1][O:2][C:3](=[O:24])[CH2:4][CH2:5][C:6]1[CH:11]=[CH:10][C:9]([O:12][C:13]2[CH:18]=[C:17]([F:19])[CH:16]=[C:15]([CH:20]([NH2:22])[CH3:21])[CH:14]=2)=[CH:8][C:7]=1[CH3:23].[CH3:25][O:26][C:27]1[CH:35]=[C:34]([C:36]([F:39])([F:38])[F:37])[CH:33]=[CH:32][C:28]=1[C:29](O)=[O:30], predict the reaction product. The product is: [CH3:1][O:2][C:3](=[O:24])[CH2:4][CH2:5][C:6]1[CH:11]=[CH:10][C:9]([O:12][C:13]2[CH:14]=[C:15]([C@H:20]([NH:22][C:29](=[O:30])[C:28]3[CH:32]=[CH:33][C:34]([C:36]([F:38])([F:39])[F:37])=[CH:35][C:27]=3[O:26][CH3:25])[CH3:21])[CH:16]=[C:17]([F:19])[CH:18]=2)=[CH:8][C:7]=1[CH3:23]. (8) Given the reactants Cl[CH2:2][N:3]1[CH2:7][CH:6]([CH2:8][CH2:9][CH3:10])[CH2:5][C:4]1=[O:11].[NH3:12], predict the reaction product. The product is: [NH2:12][CH2:2][N:3]1[CH2:7][CH:6]([CH2:8][CH2:9][CH3:10])[CH2:5][C:4]1=[O:11]. (9) Given the reactants C[O:2][C:3]1[CH:12]=[C:11]2[C:6]([C@H:7]([CH2:22]C=C)[C@@:8]([C:14]3[CH:19]=[CH:18][C:17]([O:20]C)=[CH:16][CH:15]=3)([CH3:13])[CH2:9][S:10]2)=[CH:5][CH:4]=1.[F:25][C:26]([F:48])([C:44]([F:47])([F:46])[F:45])[CH2:27][CH2:28][CH2:29][CH:30]([CH2:36][CH2:37][CH2:38][CH2:39][CH2:40][CH2:41][CH:42]=[CH2:43])[C:31]([O:33]CC)=[O:32].ICCCC(F)(F)C(F)(F)F.C(OCC)(=O)CC(OCC)=O.ICCCCCCC=C, predict the reaction product. The product is: [OH:2][C:3]1[CH:12]=[C:11]2[C:6]([C@H:7]([CH2:22][CH2:43][CH2:42][CH2:41][CH2:40][CH2:39][CH2:38][CH2:37][CH2:36][CH:30]([CH2:29][CH2:28][CH2:27][C:26]([F:25])([F:48])[C:44]([F:45])([F:46])[F:47])[C:31]([OH:33])=[O:32])[C@@:8]([C:14]3[CH:15]=[CH:16][C:17]([OH:20])=[CH:18][CH:19]=3)([CH3:13])[CH2:9][S:10]2)=[CH:5][CH:4]=1. (10) Given the reactants Br[C:2]1[N:6]2[N:7]=[C:8]([Cl:11])[CH:9]=[CH:10][C:5]2=[N:4][CH:3]=1.[C:12]([O:16][C:17]([NH:19][CH2:20][C:21]1[CH:26]=[CH:25][C:24](B(O)O)=[CH:23][CH:22]=1)=[O:18])([CH3:15])([CH3:14])[CH3:13].C([O-])([O-])=O.[K+].[K+], predict the reaction product. The product is: [Cl:11][C:8]1[CH:9]=[CH:10][C:5]2[N:6]([C:2]([C:24]3[CH:25]=[CH:26][C:21]([CH2:20][NH:19][C:17](=[O:18])[O:16][C:12]([CH3:13])([CH3:14])[CH3:15])=[CH:22][CH:23]=3)=[CH:3][N:4]=2)[N:7]=1.